From a dataset of Catalyst prediction with 721,799 reactions and 888 catalyst types from USPTO. Predict which catalyst facilitates the given reaction. (1) Reactant: Cl.C(OCC)C.[Cl:7][C:8]1[CH:35]=[CH:34][C:11]([CH2:12][CH2:13][N:14]2[CH2:18][CH2:17][C@@H:16]([N:19]3[C:25]4[CH:26]=[CH:27][CH:28]=[CH:29][C:24]=4[CH2:23][O:22][C:21]4[CH:30]=[CH:31][CH:32]=[CH:33][C:20]3=4)[CH2:15]2)=[CH:10][CH:9]=1. Product: [ClH:7].[Cl:7][C:8]1[CH:9]=[CH:10][C:11]([CH2:12][CH2:13][N:14]2[CH2:18][CH2:17][C@@H:16]([N:19]3[C:25]4[CH:26]=[CH:27][CH:28]=[CH:29][C:24]=4[CH2:23][O:22][C:21]4[CH:30]=[CH:31][CH:32]=[CH:33][C:20]3=4)[CH2:15]2)=[CH:34][CH:35]=1. The catalyst class is: 4. (2) Product: [CH2:17]([N:24]1[C@H:2]([C:3]([O:5][CH2:6][CH3:7])=[O:4])[CH2:8][CH2:9][C@@H:10]1[C:11]([O:13][CH2:14][CH3:15])=[O:12])[C:18]1[CH:23]=[CH:22][CH:21]=[CH:20][CH:19]=1. Reactant: Br[CH:2]([CH2:8][CH2:9][CH:10](Br)[C:11]([O:13][CH2:14][CH3:15])=[O:12])[C:3]([O:5][CH2:6][CH3:7])=[O:4].[CH2:17]([NH2:24])[C:18]1[CH:23]=[CH:22][CH:21]=[CH:20][CH:19]=1. The catalyst class is: 48. (3) Reactant: [NH:1]1[CH2:6][CH2:5][O:4][CH2:3][CH2:2]1.[CH3:7][O:8][C:9]([C:11]1[CH:12]=[CH:13][C:14]([C:17](O)=[O:18])=[N:15][CH:16]=1)=[O:10]. Product: [N:1]1([C:17]([C:14]2[CH:13]=[CH:12][C:11]([C:9]([O:8][CH3:7])=[O:10])=[CH:16][N:15]=2)=[O:18])[CH2:6][CH2:5][O:4][CH2:3][CH2:2]1. The catalyst class is: 13. (4) Reactant: [Br:1][C:2]1[CH:3]=[C:4]([CH:7]=[CH:8][N:9]=1)[CH:5]=O.[NH:10]1[CH2:14][CH2:13][CH2:12][CH2:11]1.C(O[BH-](OC(=O)C)OC(=O)C)(=O)C.[Na+].C(=O)([O-])O.[Na+]. Product: [Br:1][C:2]1[CH:3]=[C:4]([CH2:5][N:10]2[CH2:14][CH2:13][CH2:12][CH2:11]2)[CH:7]=[CH:8][N:9]=1. The catalyst class is: 10.